Dataset: Catalyst prediction with 721,799 reactions and 888 catalyst types from USPTO. Task: Predict which catalyst facilitates the given reaction. (1) Reactant: C[O:2][C:3]([C:5]1[CH:6]=[C:7]2[C:15](=[C:16]([C:22]3[CH:30]=[CH:29][C:25]4[O:26][CH2:27][O:28][C:24]=4[CH:23]=3)[C:17]=1[C:18]([O:20]C)=[O:19])[C:11]1[O:12][CH2:13][O:14][C:10]=1[CH:9]=[CH:8]2)=[O:4].[OH-].[K+].COC(C1C(C2C=CC3OCOC=3C=2)=C2C(C=CC3OCOC=32)=CC=1C(O)=O)=O. Product: [O:26]1[C:25]2[CH:29]=[CH:30][C:22]([C:16]3[C:17]([C:18]([OH:20])=[O:19])=[C:5]([C:3]([OH:4])=[O:2])[CH:6]=[C:7]4[C:15]=3[C:11]3[O:12][CH2:13][O:14][C:10]=3[CH:9]=[CH:8]4)=[CH:23][C:24]=2[O:28][CH2:27]1. The catalyst class is: 5. (2) Reactant: Br[C:2]1[N:7]=[C:6]([N:8]2[CH2:13][CH2:12][O:11][CH2:10][C@H:9]2[CH3:14])[C:5]2[N:15]=[CH:16][NH:17][C:4]=2[CH:3]=1.[C:18]([C:20]([C:23]1[CH:24]=[C:25]([CH:45]=[CH:46][N:47]=1)[C:26]([NH:28][C:29]1[CH:34]=[CH:33][C:32]([CH3:35])=[C:31](B2OC(C)(C)C(C)(C)O2)[CH:30]=1)=[O:27])([CH3:22])[CH3:21])#[N:19].C([O-])([O-])=O.[Na+].[Na+].C(Cl)Cl. Product: [C:18]([C:20]([C:23]1[CH:24]=[C:25]([CH:45]=[CH:46][N:47]=1)[C:26]([NH:28][C:29]1[CH:30]=[CH:31][C:32]([CH3:35])=[C:33]([C:2]2[N:7]=[C:6]([N:8]3[CH2:13][CH2:12][O:11][CH2:10][C@H:9]3[CH3:14])[C:5]3[N:15]=[CH:16][NH:17][C:4]=3[CH:3]=2)[CH:34]=1)=[O:27])([CH3:22])[CH3:21])#[N:19]. The catalyst class is: 57. (3) Reactant: [Cl:1][C:2]1[C:10]([C:11]#[N:12])=[CH:9][CH:8]=[C:7]2[C:3]=1[CH:4]=[C:5]([CH:19]([F:21])[F:20])[N:6]2[CH2:13]/[C:14](=[N:17]/[H])/[NH:15][OH:16].Cl.[N:23]1[CH:28]=[CH:27][CH:26]=[CH:25][C:24]=1[C:29](Cl)=O.CCN(CC)CC. Product: [Cl:1][C:2]1[C:10]([C:11]#[N:12])=[CH:9][CH:8]=[C:7]2[C:3]=1[CH:4]=[C:5]([CH:19]([F:21])[F:20])[N:6]2[CH2:13][C:14]1[N:17]=[C:29]([C:24]2[CH:25]=[CH:26][CH:27]=[CH:28][N:23]=2)[O:16][N:15]=1. The catalyst class is: 1. (4) Reactant: Cl.[Br:2][C:3]1[C:11]([F:12])=[CH:10][C:6]([C:7]([OH:9])=[O:8])=[C:5]([NH:13]N)[CH:4]=1.O=[C:16]1[CH2:21][CH2:20][CH2:19][CH:18]([C:22]([O:24][CH2:25][CH3:26])=[O:23])[CH2:17]1.C(O)(=O)C. Product: [Br:2][C:3]1[C:11]([F:12])=[CH:10][C:6]([C:7]([OH:9])=[O:8])=[C:5]2[C:4]=1[C:21]1[CH2:20][CH2:19][CH:18]([C:22]([O:24][CH2:25][CH3:26])=[O:23])[CH2:17][C:16]=1[NH:13]2. The catalyst class is: 11. (5) Reactant: C(OC([N:8]1[CH2:13][CH2:12][N:11]([C:14]2[N:15]([C:25]3[CH:30]=[CH:29][C:28]([C:31]4[CH:36]=[CH:35][N:34]=[CH:33][CH:32]=4)=[CH:27][CH:26]=3)[C:16]3[C:21]([C:22]=2[CH:23]=[O:24])=[CH:20][CH:19]=[CH:18][CH:17]=3)[CH2:10][CH2:9]1)=O)(C)(C)C.FC(F)(F)C(O)=O. Product: [N:11]1([C:14]2[N:15]([C:25]3[CH:26]=[CH:27][C:28]([C:31]4[CH:32]=[CH:33][N:34]=[CH:35][CH:36]=4)=[CH:29][CH:30]=3)[C:16]3[C:21]([C:22]=2[CH:23]=[O:24])=[CH:20][CH:19]=[CH:18][CH:17]=3)[CH2:10][CH2:9][NH:8][CH2:13][CH2:12]1. The catalyst class is: 4. (6) The catalyst class is: 16. Reactant: [Cl-].O[NH3+:3].[C:4](=[O:7])([O-])[OH:5].[Na+].[Si]([O:16][CH:17]([C:19]1[CH:24]=[CH:23][C:22]([N:25]2[C:30](=[O:31])[C:29]([CH2:32][C:33]3[CH:38]=[CH:37][C:36]([C:39]4[C:40]([C:45]#[N:46])=[CH:41][CH:42]=[CH:43][CH:44]=4)=[CH:35][CH:34]=3)=[C:28]([CH2:47][CH2:48][CH3:49])[N:27]3[N:50]=[CH:51][N:52]=[C:26]23)=[CH:21][CH:20]=1)[CH3:18])(C(C)(C)C)(C)C. Product: [OH:16][CH:17]([C:19]1[CH:24]=[CH:23][C:22]([N:25]2[C:30](=[O:31])[C:29]([CH2:32][C:33]3[CH:34]=[CH:35][C:36]([C:39]4[CH:44]=[CH:43][CH:42]=[CH:41][C:40]=4[C:45]4[NH:46][C:4](=[O:7])[O:5][N:3]=4)=[CH:37][CH:38]=3)=[C:28]([CH2:47][CH2:48][CH3:49])[N:27]3[N:50]=[CH:51][N:52]=[C:26]23)=[CH:21][CH:20]=1)[CH3:18]. (7) Reactant: [C:1]1(=[O:14])[C:6]2[C:7]3[CH:13]=[CH:12][CH:11]=[CH:10][C:8]=3[S:9][C:5]=2[CH2:4][CH2:3][NH:2]1.[CH:15]1([C:18]2[CH:23]=[CH:22][N:21]=[CH:20][C:19]=2I)[CH2:17][CH2:16]1.P([O-])([O-])([O-])=O.[K+].[K+].[K+]. Product: [CH:15]1([C:18]2[CH:23]=[CH:22][N:21]=[CH:20][C:19]=2[N:2]2[CH2:3][CH2:4][C:5]3[S:9][C:8]4[CH:10]=[CH:11][CH:12]=[CH:13][C:7]=4[C:6]=3[C:1]2=[O:14])[CH2:17][CH2:16]1. The catalyst class is: 246.